This data is from Reaction yield outcomes from USPTO patents with 853,638 reactions. The task is: Predict the reaction yield, written as a fraction of the theoretical maximum amount of product (1.0 means a 100% yield; for example, 0.34 means a 34% yield). (1) The reactants are [CH2:1]([O:8][C:9]1[CH:24]=[C:23]([C:25]([N:27]2[CH2:32][CH2:31][N:30]([CH3:33])[CH2:29][CH2:28]2)=[O:26])[C:22]([Cl:34])=[CH:21][C:10]=1[C:11]([O:13]CC1C=CC=CC=1)=[O:12])[C:2]1[CH:7]=[CH:6][CH:5]=[CH:4][CH:3]=1.[OH-].[Li+].O.Cl. The catalyst is O1CCCC1. The product is [CH2:1]([O:8][C:9]1[CH:24]=[C:23]([C:25]([N:27]2[CH2:28][CH2:29][N:30]([CH3:33])[CH2:31][CH2:32]2)=[O:26])[C:22]([Cl:34])=[CH:21][C:10]=1[C:11]([OH:13])=[O:12])[C:2]1[CH:7]=[CH:6][CH:5]=[CH:4][CH:3]=1. The yield is 1.00. (2) The reactants are [CH:1]1([CH2:4][O:5][NH:6][C:7]([C:9]2[C:25]([NH:26][C:27]3[CH:32]=[CH:31][C:30]([C:33]#[N:34])=[CH:29][C:28]=3[CH3:35])=[C:24]([F:36])[C:12]3[N:13]=[C:14](COCC[Si](C)(C)C)[NH:15][C:11]=3[CH:10]=2)=[O:8])[CH2:3][CH2:2]1.Cl.[OH-].[Na+]. The catalyst is CCO. The product is [CH:1]1([CH2:4][O:5][NH:6][C:7]([C:9]2[C:25]([NH:26][C:27]3[CH:32]=[CH:31][C:30]([C:33]#[N:34])=[CH:29][C:28]=3[CH3:35])=[C:24]([F:36])[C:12]3[N:13]=[CH:14][NH:15][C:11]=3[CH:10]=2)=[O:8])[CH2:3][CH2:2]1. The yield is 0.900. (3) The reactants are Br[C:2]1[CH:3]=[CH:4][C:5]2[O:11][CH2:10][CH2:9][N:8]3[CH:12]=[C:13]([C:15]([NH2:17])=[O:16])[N:14]=[C:7]3[C:6]=2[CH:18]=1.[C:19]([C:21]1([OH:29])[CH2:26][CH2:25][CH2:24][N:23]([CH3:27])[C:22]1=[O:28])#[CH:20]. No catalyst specified. The product is [OH:29][C:21]1([C:19]#[C:20][C:2]2[CH:3]=[CH:4][C:5]3[O:11][CH2:10][CH2:9][N:8]4[CH:12]=[C:13]([C:15]([NH2:17])=[O:16])[N:14]=[C:7]4[C:6]=3[CH:18]=2)[CH2:26][CH2:25][CH2:24][N:23]([CH3:27])[C:22]1=[O:28]. The yield is 0.170. (4) The reactants are Br[C:2]1[CH:16]=[CH:15][C:5]2[N:6]=[C:7]([NH:9][C:10]([NH:12][CH2:13][CH3:14])=[O:11])[S:8][C:4]=2[C:3]=1S(C(F)(F)F)(=O)=O.[Cl-].[Li+].[C:26]1(P(C2C=CC=CC=2)C2C=CC=CC=2)C=CC=C[CH:27]=1.[CH:45]([Sn](C=C)(C=C)C=C)=[CH2:46].[Sn]. The catalyst is CO.Cl[Pd](Cl)([P](C1C=CC=CC=1)(C1C=CC=CC=1)C1C=CC=CC=1)[P](C1C=CC=CC=1)(C1C=CC=CC=1)C1C=CC=CC=1. The product is [CH:26]([C:2]1[CH:16]=[CH:15][C:5]2[N:6]=[C:7]([NH:9][C:10]([NH:12][CH2:13][CH3:14])=[O:11])[S:8][C:4]=2[C:3]=1[CH:45]=[CH2:46])=[CH2:27]. The yield is 0.230. (5) The reactants are I([O-])(=O)(=O)=O.[Na+].[O:7]([CH2:14][CH:15]([OH:18])CO)[C:8]1[CH:13]=[CH:12][CH:11]=[CH:10][CH:9]=1. The catalyst is ClCCl. The product is [O:7]([CH2:14][CH:15]=[O:18])[C:8]1[CH:13]=[CH:12][CH:11]=[CH:10][CH:9]=1. The yield is 1.00. (6) The reactants are C([O:8][C:9]1[C:14](=[O:15])[N:13]=[C:12]([CH2:16][C:17]2([C:22]3[CH:27]=[CH:26][C:25]([Cl:28])=[CH:24][CH:23]=3)[CH2:21][CH2:20][CH2:19][CH2:18]2)[N:11]2[CH2:29][CH2:30][N:31]([CH:34]([C:36]3[CH:41]=[CH:40][CH:39]=[CH:38][CH:37]=3)[CH3:35])[C:32](=[O:33])[C:10]=12)C1C=CC=CC=1.Cl.C([O-])(O)=O.[Na+]. The catalyst is CO. The product is [Cl:28][C:25]1[CH:26]=[CH:27][C:22]([C:17]2([CH2:16][C:12]3[N:11]4[CH2:29][CH2:30][N:31]([CH:34]([C:36]5[CH:37]=[CH:38][CH:39]=[CH:40][CH:41]=5)[CH3:35])[C:32](=[O:33])[C:10]4=[C:9]([OH:8])[C:14](=[O:15])[N:13]=3)[CH2:18][CH2:19][CH2:20][CH2:21]2)=[CH:23][CH:24]=1. The yield is 0.798. (7) The reactants are [NH:1]1[CH:5]=[CH:4][C:3]([NH:6][C:7]2[C:16]3[C:11](=[CH:12][CH:13]=[CH:14][CH:15]=3)[N:10]=[C:9]([C:17]([O:19]CC)=O)[N:8]=2)=[N:2]1.[CH3:22][O:23][C:24]1[CH:29]=[CH:28][CH:27]=[CH:26][C:25]=1[Mg]Br. The catalyst is C1COCC1. The product is [NH:1]1[CH:5]=[CH:4][C:3]([NH:6][C:7]2[C:16]3[C:11](=[CH:12][CH:13]=[CH:14][CH:15]=3)[N:10]=[C:9]([C:17]([C:25]3[CH:26]=[CH:27][CH:28]=[CH:29][C:24]=3[O:23][CH3:22])=[O:19])[N:8]=2)=[N:2]1. The yield is 0.170.